Dataset: Forward reaction prediction with 1.9M reactions from USPTO patents (1976-2016). Task: Predict the product of the given reaction. (1) Given the reactants Cl[C:2]1[N:7]=[CH:6][N:5]=[C:4]([C:8]2[CH:13]=[CH:12][C:11]([C:14]([F:17])([F:16])[F:15])=[CH:10][C:9]=2[NH:18][CH2:19][CH:20]2[CH2:24][CH2:23][CH2:22][CH2:21]2)[CH:3]=1.[NH2:25][C:26]1[CH:34]=[CH:33][CH:32]=[C:31]2[C:27]=1[CH2:28][CH:29]([OH:35])[CH2:30]2, predict the reaction product. The product is: [CH:20]1([CH2:19][NH:18][C:9]2[CH:10]=[C:11]([C:14]([F:17])([F:16])[F:15])[CH:12]=[CH:13][C:8]=2[C:4]2[N:5]=[CH:6][N:7]=[C:2]([NH:25][C:26]3[CH:34]=[CH:33][CH:32]=[C:31]4[C:27]=3[CH2:28][CH:29]([OH:35])[CH2:30]4)[CH:3]=2)[CH2:24][CH2:23][CH2:22][CH2:21]1. (2) Given the reactants [NH:1]1[CH:5]=[CH:4][C:3](B(O)O)=[N:2]1.Br[C:10]1[CH:15]=[CH:14][C:13]([NH:16][C:17]([N:19]2[CH2:27][C:26]3[C:21](=[CH:22][CH:23]=[CH:24][CH:25]=3)[CH2:20]2)=[O:18])=[CH:12][CH:11]=1.Br[C:29]1C=C2C(=CC=1)CN(C(NC1C=CC(C(=O)NCCC)=CC=1)=O)C2, predict the reaction product. The product is: [CH3:29][N:1]1[CH:5]=[C:4]([C:10]2[CH:15]=[CH:14][C:13]([NH:16][C:17]([N:19]3[CH2:27][C:26]4[C:21](=[CH:22][CH:23]=[CH:24][CH:25]=4)[CH2:20]3)=[O:18])=[CH:12][CH:11]=2)[CH:3]=[N:2]1. (3) Given the reactants [C:1]([C:3]1[C:8]([CH:9](C)[CH3:10])=[CH:7][C:6](=[O:12])[NH:5][C:4]=1[S:13][CH2:14][C:15]([NH2:17])=[O:16])#[N:2].C1C=CC(N([S:25]([C:28]([F:31])([F:30])[F:29])(=[O:27])=[O:26])[S:25]([C:28]([F:31])([F:30])[F:29])(=[O:27])=[O:26])=CC=1.C(N(C(C)C)CC)(C)C, predict the reaction product. The product is: [C:15]([CH2:14][S:13][C:4]1[N:5]=[C:6]([O:12][S:25]([C:28]([F:31])([F:30])[F:29])(=[O:27])=[O:26])[CH:7]=[C:8]([CH2:9][CH3:10])[C:3]=1[C:1]#[N:2])(=[O:16])[NH2:17]. (4) Given the reactants [CH3:1][C:2]1[N:3]=[C:4]([NH:11][C:12](=[O:20])OC2C=CC=CC=2)[C:5]([O:9][CH3:10])=[N:6][C:7]=1[CH3:8].[C:21]([C:24]1[CH:29]=[CH:28][C:27]([N:30]2[CH2:35][CH2:34][NH:33][CH2:32][CH2:31]2)=[CH:26][CH:25]=1)(=[O:23])[CH3:22], predict the reaction product. The product is: [CH3:1][C:2]1[N:3]=[C:4]([NH:11][C:12]([N:33]2[CH2:32][CH2:31][N:30]([C:27]3[CH:26]=[CH:25][C:24]([C:21](=[O:23])[CH3:22])=[CH:29][CH:28]=3)[CH2:35][CH2:34]2)=[O:20])[C:5]([O:9][CH3:10])=[N:6][C:7]=1[CH3:8]. (5) The product is: [ClH:25].[ClH:25].[F:24][C:2]([F:1])([F:23])[C:3]1[CH:4]=[CH:5][C:6]([N:9]2[CH2:14][CH2:13][CH:12]([NH2:15])[CH2:11][CH2:10]2)=[N:7][CH:8]=1. Given the reactants [F:1][C:2]([F:24])([F:23])[C:3]1[CH:4]=[CH:5][C:6]([N:9]2[CH2:14][CH2:13][CH:12]([NH:15]C(=O)OC(C)(C)C)[CH2:11][CH2:10]2)=[N:7][CH:8]=1.[ClH:25], predict the reaction product. (6) Given the reactants [Cl:1][C:2]1[CH:7]=[CH:6][C:5](B(O)O)=[CH:4][CH:3]=1.I[C:12]1[CH:20]=[CH:19][C:15]([C:16]([OH:18])=[O:17])=[CH:14][CH:13]=1.C(=O)([O-])[O-].[Cs+].[Cs+].C1(C)C=CC=CC=1, predict the reaction product. The product is: [Cl:1][C:2]1[CH:7]=[CH:6][C:5]([C:12]2[CH:20]=[CH:19][C:15]([C:16]([OH:18])=[O:17])=[CH:14][CH:13]=2)=[CH:4][CH:3]=1.